This data is from Forward reaction prediction with 1.9M reactions from USPTO patents (1976-2016). The task is: Predict the product of the given reaction. (1) Given the reactants [OH:1][C:2]1[CH:7]=[CH:6][C:5]([C:8](=[O:10])[CH3:9])=[CH:4][CH:3]=1.C([O-])([O-])=O.[K+].[K+].[CH2:17](Br)[C:18]1[CH:23]=[CH:22][CH:21]=[CH:20][CH:19]=1, predict the reaction product. The product is: [CH2:17]([O:1][C:2]1[CH:7]=[CH:6][C:5]([C:8](=[O:10])[CH3:9])=[CH:4][CH:3]=1)[C:18]1[CH:23]=[CH:22][CH:21]=[CH:20][CH:19]=1. (2) Given the reactants [NH:1]=[C:2]1[N:6]([C:7]2[S:8][CH:9]=[C:10]([C:12]3[CH:19]=[CH:18][C:15]([C:16]#[N:17])=[CH:14][CH:13]=3)[N:11]=2)[C:5]([CH3:21])([CH3:20])[CH2:4][O:3]1.[CH2:22]([N:24](CC)CC)C.N#CBr, predict the reaction product. The product is: [C:16]([C:15]1[CH:14]=[CH:13][C:12]([C:10]2[N:11]=[C:7]([N:6]3[C:5]([CH3:21])([CH3:20])[CH2:4][O:3]/[C:2]/3=[N:1]\[C:22]#[N:24])[S:8][CH:9]=2)=[CH:19][CH:18]=1)#[N:17]. (3) The product is: [O:44]1[C:40]([C:36]2[CH:35]=[C:34]([C:2]3[N:11]=[C:10]([NH:12][CH2:13][C:14]4[CH:19]=[CH:18][CH:17]=[CH:16][N:15]=4)[C:9]4[C:4](=[CH:5][CH:6]=[CH:7][C:8]=4[C:20]4[CH:25]=[CH:24][CH:23]=[CH:22][CH:21]=4)[N:3]=3)[CH:39]=[N:38][CH:37]=2)=[CH:41][N:42]=[CH:43]1. Given the reactants Cl[C:2]1[N:11]=[C:10]([NH:12][CH2:13][C:14]2[CH:19]=[CH:18][CH:17]=[CH:16][N:15]=2)[C:9]2[C:4](=[CH:5][CH:6]=[CH:7][C:8]=2[C:20]2[CH:25]=[CH:24][CH:23]=[CH:22][CH:21]=2)[N:3]=1.CC1(C)C(C)(C)OB([C:34]2[CH:35]=[C:36]([C:40]3[O:44][CH:43]=[N:42][CH:41]=3)[CH:37]=[N:38][CH:39]=2)O1.C(=O)([O-])[O-].[K+].[K+], predict the reaction product. (4) Given the reactants [C:1]([NH:9][NH2:10])(=[O:8])[C:2]1[CH:7]=[CH:6][N:5]=[CH:4][CH:3]=1.[C:11]1(C)C=CC(S(O)(=O)=O)=CC=1, predict the reaction product. The product is: [N:5]1[CH:6]=[CH:7][C:2]([C:1]2[O:8][CH:11]=[N:10][N:9]=2)=[CH:3][CH:4]=1.